This data is from NCI-60 drug combinations with 297,098 pairs across 59 cell lines. The task is: Regression. Given two drug SMILES strings and cell line genomic features, predict the synergy score measuring deviation from expected non-interaction effect. (1) Drug 1: CC1=CC=C(C=C1)C2=CC(=NN2C3=CC=C(C=C3)S(=O)(=O)N)C(F)(F)F. Drug 2: CC12CCC3C(C1CCC2O)C(CC4=C3C=CC(=C4)O)CCCCCCCCCS(=O)CCCC(C(F)(F)F)(F)F. Cell line: COLO 205. Synergy scores: CSS=-4.96, Synergy_ZIP=2.70, Synergy_Bliss=0.499, Synergy_Loewe=-4.98, Synergy_HSA=-4.71. (2) Drug 1: C1=NC(=NC(=O)N1C2C(C(C(O2)CO)O)O)N. Drug 2: CC1C(C(CC(O1)OC2CC(CC3=C2C(=C4C(=C3O)C(=O)C5=C(C4=O)C(=CC=C5)OC)O)(C(=O)CO)O)N)O.Cl. Cell line: HCC-2998. Synergy scores: CSS=35.8, Synergy_ZIP=-5.83, Synergy_Bliss=1.41, Synergy_Loewe=-0.727, Synergy_HSA=2.05. (3) Synergy scores: CSS=-5.62, Synergy_ZIP=5.52, Synergy_Bliss=3.50, Synergy_Loewe=-6.84, Synergy_HSA=-5.38. Drug 1: CC1=CC2C(CCC3(C2CCC3(C(=O)C)OC(=O)C)C)C4(C1=CC(=O)CC4)C. Drug 2: COC1=C2C(=CC3=C1OC=C3)C=CC(=O)O2. Cell line: HOP-92.